Dataset: Full USPTO retrosynthesis dataset with 1.9M reactions from patents (1976-2016). Task: Predict the reactants needed to synthesize the given product. (1) Given the product [NH2:26][C:21]1[S:22][C@@H:23]2[C@H:25]([C@:19]([C:17]3[CH:18]=[C:13]([NH:12][C:8]4[C:9]5[N:10]=[CH:11][C:2]([C:60]#[N:61])=[CH:3][C:4]=5[N:5]=[CH:6][N:7]=4)[CH:14]=[C:15]([F:30])[C:16]=3[F:29])([CH2:27][F:28])[N:20]=1)[CH2:24]2, predict the reactants needed to synthesize it. The reactants are: Cl[C:2]1[CH:11]=[N:10][C:9]2[C:8]([NH:12][C:13]3[CH:14]=[C:15]([F:30])[C:16]([F:29])=[C:17]([C@:19]4([CH2:27][F:28])[C@H:25]5[C@H:23]([CH2:24]5)[S:22][C:21]([NH2:26])=[N:20]4)[CH:18]=3)=[N:7][CH:6]=[N:5][C:4]=2[CH:3]=1.C1(P(C2CCCCC2)C2C=CC=CC=2C2C(OC)=CC=CC=2OC)CCCCC1.[CH3:60][N:61](C=O)C. (2) Given the product [CH:1]1([C:4]2[N:5]=[CH:6][C:7]([C:20]3[N:25]=[CH:24][N:23]=[C:22]([C:26]([OH:28])=[O:27])[CH:21]=3)=[CH:8][CH:9]=2)[CH2:2][CH2:3]1, predict the reactants needed to synthesize it. The reactants are: [CH:1]1([C:4]2[CH:9]=[CH:8][C:7](B3OC(C)(C)C(C)(C)O3)=[CH:6][N:5]=2)[CH2:3][CH2:2]1.Cl[C:20]1[N:25]=[CH:24][N:23]=[C:22]([C:26]([O:28]CC)=[O:27])[CH:21]=1.[O-]P([O-])([O-])=O.[K+].[K+].[K+].O1CCOCC1. (3) Given the product [ClH:20].[S:1]1[CH:5]=[CH:4][CH:3]=[C:2]1[C:6]1[N:10]=[C:9]([CH:11]2[CH2:16][CH2:15][NH2+:14][CH2:13][CH2:12]2)[O:8][N:7]=1, predict the reactants needed to synthesize it. The reactants are: [S:1]1[CH:5]=[CH:4][CH:3]=[C:2]1[C:6]1[N:10]=[C:9]([CH:11]2[CH2:16][CH2:15][N:14](C(O)=O)[CH2:13][CH2:12]2)[O:8][N:7]=1.[ClH:20].C(OCC)C. (4) Given the product [CH3:16][C@@H:13]([CH2:14][CH3:15])[C@H:5]([N:4]1[CH2:3][CH2:2][N:1]([CH2:28][C:26]2[N:27]=[C:23]([C:18]3[CH:19]=[CH:20][CH:21]=[CH:22][N:17]=3)[S:24][CH:25]=2)[C:32]1=[O:33])[C:6]([O:8][C:9]([CH3:10])([CH3:11])[CH3:12])=[O:7], predict the reactants needed to synthesize it. The reactants are: [NH2:1][CH2:2][CH2:3][NH:4][C@@H:5]([C@@H:13]([CH3:16])[CH2:14][CH3:15])[C:6]([O:8][C:9]([CH3:12])([CH3:11])[CH3:10])=[O:7].[N:17]1[CH:22]=[CH:21][CH:20]=[CH:19][C:18]=1[C:23]1[S:24][CH:25]=[C:26]([CH:28]=O)[N:27]=1.[BH4-].[Na+].[C:32](=O)(OC1C=CC([N+]([O-])=O)=CC=1)[O:33]C1C=CC([N+]([O-])=O)=CC=1.C(N(CC)CC)C. (5) The reactants are: Cl[C:2]1[C:7]([C:8]#[C:9][C:10]2[CH:15]=[CH:14][CH:13]=[CH:12][C:11]=2[F:16])=[N:6][CH:5]=[CH:4][N:3]=1.O.[NH2:18][NH2:19]. Given the product [F:16][C:11]1[CH:12]=[CH:13][CH:14]=[CH:15][C:10]=1[CH2:9][C:8]1[C:7]2[C:2](=[N:3][CH:4]=[CH:5][N:6]=2)[NH:19][N:18]=1, predict the reactants needed to synthesize it. (6) Given the product [C:1]([C:3]1[C:4]([N:18]2[CH2:19][CH2:20][CH:21]([C:24]([NH:38][S:35]([CH2:34][C:31]3[CH:32]=[CH:33][C:28]([F:27])=[CH:29][CH:30]=3)(=[O:37])=[O:36])=[O:25])[CH2:22][CH2:23]2)=[N:5][C:6]([C:14]([F:15])([F:17])[F:16])=[C:7]([CH:8]=1)[C:9]([O:11][CH2:12][CH3:13])=[O:10])#[N:2], predict the reactants needed to synthesize it. The reactants are: [C:1]([C:3]1[C:4]([N:18]2[CH2:23][CH2:22][CH:21]([C:24](O)=[O:25])[CH2:20][CH2:19]2)=[N:5][C:6]([C:14]([F:17])([F:16])[F:15])=[C:7]([C:9]([O:11][CH2:12][CH3:13])=[O:10])[CH:8]=1)#[N:2].[F:27][C:28]1[CH:33]=[CH:32][C:31]([CH2:34][S:35]([NH2:38])(=[O:37])=[O:36])=[CH:30][CH:29]=1.